This data is from CYP1A2 inhibition data for predicting drug metabolism from PubChem BioAssay. The task is: Regression/Classification. Given a drug SMILES string, predict its absorption, distribution, metabolism, or excretion properties. Task type varies by dataset: regression for continuous measurements (e.g., permeability, clearance, half-life) or binary classification for categorical outcomes (e.g., BBB penetration, CYP inhibition). Dataset: cyp1a2_veith. (1) The result is 0 (non-inhibitor). The drug is Cc1noc(C)c1C(=O)N1CCC2(CCN(Cc3ccncc3)CC2)CC1. (2) The drug is CCc1c(O)nc(SCC(=O)NC(C)(C)C)n(-c2ccccc2)c1=O. The result is 0 (non-inhibitor). (3) The result is 0 (non-inhibitor). The drug is O=C(O)CCCCCCCC(=O)O. (4) The molecule is N[C@H](C(=O)O)c1ccc(C(=O)O)cc1. The result is 0 (non-inhibitor). (5) The molecule is CSc1nc(C)c(CCOC(=O)c2cccc(C)c2)c(=O)[nH]1. The result is 0 (non-inhibitor). (6) The drug is C/C(CCN1CCc2nc(-c3ccccc3)c(-c3ccccc3)cc2C1)=N\OC[C@@H](C)[C@H](OCc1ccccc1)C(C)C. The result is 0 (non-inhibitor). (7) The molecule is O=c1onc(-c2cccs2)n1Cc1ccccc1. The result is 1 (inhibitor). (8) The compound is O=c1c(-c2cccc(F)c2)nc2cncnc2n1Cc1ccc(F)cc1. The result is 1 (inhibitor).